From a dataset of CYP2C9 inhibition data for predicting drug metabolism from PubChem BioAssay. Regression/Classification. Given a drug SMILES string, predict its absorption, distribution, metabolism, or excretion properties. Task type varies by dataset: regression for continuous measurements (e.g., permeability, clearance, half-life) or binary classification for categorical outcomes (e.g., BBB penetration, CYP inhibition). Dataset: cyp2c9_veith. (1) The drug is Clc1ccc(CO[C@@H](Cn2ccnc2)c2ccc(Cl)cc2Cl)cc1. The result is 1 (inhibitor). (2) The drug is O=C(Nc1cccc(F)c1)N1CCCC2(CCN(C(=O)c3ccncc3)CC2)C1. The result is 1 (inhibitor). (3) The molecule is CC(C)(O)[C@H]1O[C@@H]2CC[C@]3(C)[C@@]4(C)c5[nH]c6ccccc6c5C[C@@H]4CC[C@]3(O)C2=CC1=O. The result is 0 (non-inhibitor). (4) The result is 0 (non-inhibitor). The molecule is CCOC(=O)c1c(C)[nH]c2ccc3c(c12)CN1CCc2cc(OC)ccc2[C@@H]1O3. (5) The molecule is Cc1[nH]nc(-c2ccc(OCc3cnn(-c4ccccc4)c3)cc2O)c1Oc1ccccc1F. The result is 1 (inhibitor). (6) The drug is Fc1ccc2nc(Nc3nc4c(s3)CCCC4)sc2c1. The result is 1 (inhibitor). (7) The compound is CC1CCN(C(=O)Nc2ccc3nsnc3c2)CC1. The result is 1 (inhibitor). (8) The molecule is N#Cc1c(N2CCCCC2)nc(N)c2c(N)nc3c(c12)CC(c1ccccc1)O3. The result is 1 (inhibitor). (9) The compound is CCOC(=O)N1CCN(C(=O)C(CC)n2nc(C)c3sc4ccccc4c3c2=O)CC1. The result is 1 (inhibitor).